Dataset: Peptide-MHC class I binding affinity with 185,985 pairs from IEDB/IMGT. Task: Regression. Given a peptide amino acid sequence and an MHC pseudo amino acid sequence, predict their binding affinity value. This is MHC class I binding data. (1) The peptide sequence is KFNPMKTYI. The MHC is HLA-A30:01 with pseudo-sequence HLA-A30:01. The binding affinity (normalized) is 0.348. (2) The MHC is Mamu-A01 with pseudo-sequence Mamu-A01. The peptide sequence is KVPLRAMT. The binding affinity (normalized) is 0. (3) The peptide sequence is AYLLQHLDL. The MHC is HLA-B40:01 with pseudo-sequence HLA-B40:01. The binding affinity (normalized) is 0.0847. (4) The peptide sequence is GPEGPLGQL. The MHC is HLA-B15:01 with pseudo-sequence HLA-B15:01. The binding affinity (normalized) is 0.213.